Dataset: Forward reaction prediction with 1.9M reactions from USPTO patents (1976-2016). Task: Predict the product of the given reaction. (1) Given the reactants Cl[C:2]1[C:7]([C:8]2[N:13]=[C:12]([CH3:14])[N:11]=[C:10]([NH2:15])[N:9]=2)=[CH:6][C:5]([CH3:16])=[CH:4][N:3]=1.[NH:17]1[C:25]2[CH:24]=[CH:23][CH:22]=[C:21]([NH2:26])[C:20]=2[CH:19]=[N:18]1, predict the reaction product. The product is: [NH2:15][C:10]1[N:11]=[C:12]([CH3:14])[N:13]=[C:8]([C:7]2[C:2]([NH:26][C:21]3[C:20]4[CH:19]=[N:18][NH:17][C:25]=4[CH:24]=[CH:23][CH:22]=3)=[N:3][CH:4]=[C:5]([CH3:16])[CH:6]=2)[N:9]=1. (2) Given the reactants [Cl:1][C:2]1[CH:7]=[CH:6][C:5]([CH2:8][C:9]2[C:18]3[C:13](=[CH:14][CH:15]=[CH:16][CH:17]=3)[C:12](=[O:19])[N:11]([CH:20]3[CH2:26][CH2:25][CH2:24][N:23]([CH2:27][CH2:28][C:29]4[CH:34]=[CH:33][C:32]([O:35][CH:36]5[CH2:41][CH2:40][N:39]([CH:42]6[CH2:45][CH2:44][CH2:43]6)[CH2:38][CH2:37]5)=[CH:31][CH:30]=4)[CH2:22][CH2:21]3)[N:10]=2)=[CH:4][CH:3]=1.CS(OCCC1C=CC(OCCCN2CCCCCC2)=CC=1)(=O)=O, predict the reaction product. The product is: [Cl:1][C:2]1[CH:3]=[CH:4][C:5]([CH2:8][C:9]2[C:18]3[C:13](=[CH:14][CH:15]=[CH:16][CH:17]=3)[C:12](=[O:19])[N:11]([CH:20]3[CH2:26][CH2:25][CH2:24][N:23]([CH2:27][CH2:28][C:29]4[CH:34]=[CH:33][C:32]([O:35][CH2:36][CH2:37][CH2:38][N:39]5[CH2:42][CH2:43][CH2:44][CH2:45][CH2:41][CH2:40]5)=[CH:31][CH:30]=4)[CH2:22][CH2:21]3)[N:10]=2)=[CH:6][CH:7]=1. (3) Given the reactants FC(F)(F)C(O)=O.[F:8][C:9]1[C:14]([F:15])=[CH:13][CH:12]=[CH:11][C:10]=1[C@H:16]1[CH2:22][N:21]([CH2:23][CH2:24][S:25]([CH3:28])(=[O:27])=[O:26])[C:20](=[O:29])[C@H:19]([NH:30]C(=O)OC(C)(C)C)[CH2:18][CH2:17]1, predict the reaction product. The product is: [NH2:30][C@@H:19]1[CH2:18][CH2:17][C@@H:16]([C:10]2[CH:11]=[CH:12][CH:13]=[C:14]([F:15])[C:9]=2[F:8])[CH2:22][N:21]([CH2:23][CH2:24][S:25]([CH3:28])(=[O:26])=[O:27])[C:20]1=[O:29].